Predict the product of the given reaction. From a dataset of Forward reaction prediction with 1.9M reactions from USPTO patents (1976-2016). (1) Given the reactants [C:1]1([C@H:7]([OH:9])[CH3:8])[CH:6]=[CH:5][CH:4]=[CH:3][CH:2]=1.N1C=CC=CC=1.CC1CCCO1.Cl[C:23]([O:25][C:26]1[CH:31]=[CH:30][C:29]([N+:32]([O-:34])=[O:33])=[CH:28][CH:27]=1)=[O:24].Cl, predict the reaction product. The product is: [C:1]1([C@H:7]([O:9][C:23](=[O:24])[O:25][C:26]2[CH:27]=[CH:28][C:29]([N+:32]([O-:34])=[O:33])=[CH:30][CH:31]=2)[CH3:8])[CH:6]=[CH:5][CH:4]=[CH:3][CH:2]=1. (2) Given the reactants [CH3:1][O:2][CH:3]([O:10][CH3:11])[CH2:4][N:5]([CH3:9])[C:6]([NH2:8])=[O:7].[Cl:12][C:13]1[N:14]=[N:15][C:16](Cl)=[CH:17][C:18]=1[C:19]([F:22])([F:21])[F:20].C1(P(C2C=CC=CC=2)C2C3OC4C(=CC=CC=4P(C4C=CC=CC=4)C4C=CC=CC=4)C(C)(C)C=3C=CC=2)C=CC=CC=1.C([O-])([O-])=O.[K+].[K+], predict the reaction product. The product is: [Cl:12][C:13]1[N:14]=[N:15][C:16]([NH:8][C:6](=[O:7])[N:5]([CH2:4][CH:3]([O:10][CH3:11])[O:2][CH3:1])[CH3:9])=[CH:17][C:18]=1[C:19]([F:22])([F:20])[F:21]. (3) Given the reactants CO[C:3](=[O:16])[C:4]1[CH:9]=[C:8]([O:10][CH3:11])[C:7]([O:12][CH3:13])=[CH:6][C:5]=1[CH2:14]Br.[Cl:17][C:18]1[CH:24]=[CH:23][C:21]([NH2:22])=[CH:20][CH:19]=1.C(N(CC)CC)C, predict the reaction product. The product is: [Cl:17][C:18]1[CH:24]=[CH:23][C:21]([N:22]2[CH2:14][C:5]3[C:4](=[CH:9][C:8]([O:10][CH3:11])=[C:7]([O:12][CH3:13])[CH:6]=3)[C:3]2=[O:16])=[CH:20][CH:19]=1. (4) Given the reactants Br[C:2]1[C:3]2[C:4]([S:20][C:21]3[CH:26]=[CH:25][C:24]([Cl:27])=[CH:23][CH:22]=3)=[C:5]3[CH:14]([CH2:15][C:16]([O:18]C)=[O:17])[CH2:13][CH2:12][N:6]3[C:7]=2[CH:8]=[C:9]([F:11])[CH:10]=1.[CH2:28]([Sn](CCCC)(CCCC)C=C)[CH2:29]CC, predict the reaction product. The product is: [Cl:27][C:24]1[CH:23]=[CH:22][C:21]([S:20][C:4]2[C:3]3[C:2]([CH:28]=[CH2:29])=[CH:10][C:9]([F:11])=[CH:8][C:7]=3[N:6]3[CH2:12][CH2:13][CH:14]([CH2:15][C:16]([OH:18])=[O:17])[C:5]=23)=[CH:26][CH:25]=1.